Dataset: Reaction yield outcomes from USPTO patents with 853,638 reactions. Task: Predict the reaction yield, written as a fraction of the theoretical maximum amount of product (1.0 means a 100% yield; for example, 0.34 means a 34% yield). (1) The reactants are [Cl-].[CH3:2][O:3][C:4]([C@@H:6]1[CH2:10][CH2:9][CH2:8][NH2+:7]1)=[O:5].C(N(CC)CC)C.[Cl:18][C:19]1[CH:24]=[C:23](Cl)[N:22]=[C:21]([C:26]2[N:30]3[CH:31]=[C:32]([F:35])[CH:33]=[CH:34][C:29]3=[N:28][CH:27]=2)[N:20]=1. The catalyst is C(O)C. The product is [Cl:18][C:19]1[N:20]=[C:21]([C:26]2[N:30]3[CH:31]=[C:32]([F:35])[CH:33]=[CH:34][C:29]3=[N:28][CH:27]=2)[N:22]=[C:23]([N:7]2[CH2:8][CH2:9][CH2:10][C@H:6]2[C:4]([O:3][CH3:2])=[O:5])[CH:24]=1. The yield is 0.810. (2) The reactants are Br[C:2]1[C:3]([NH2:9])=[N:4][CH:5]=[C:6]([Br:8])[N:7]=1.[Cl:10][C:11]1[CH:16]=[CH:15][C:14](B(O)O)=[CH:13][CH:12]=1.C(=O)([O-])[O-].[Na+].[Na+].C(O)(=O)CC(CC(O)=O)(C(O)=O)O. The catalyst is C(COC)OC.[Pd].C1(P(C2C=CC=CC=2)C2C=CC=CC=2)C=CC=CC=1.C1(P(C2C=CC=CC=2)C2C=CC=CC=2)C=CC=CC=1.C1(P(C2C=CC=CC=2)C2C=CC=CC=2)C=CC=CC=1.C1(P(C2C=CC=CC=2)C2C=CC=CC=2)C=CC=CC=1. The product is [Br:8][C:6]1[N:7]=[C:2]([C:13]2[CH:14]=[CH:15][CH:16]=[C:11]([Cl:10])[CH:12]=2)[C:3]([NH2:9])=[N:4][CH:5]=1. The yield is 0.610. (3) The reactants are Cl.NC1C=CC=CC=1.N([O-])=O.[Na+].[Cl-].[C:14]1([N+:20]#[N:21])[CH:19]=[CH:18][CH:17]=[CH:16][CH:15]=1.[C:22]([CH:24]([CH2:30][C:31](OCC)=[O:32])C(OCC)=O)#[N:23].[OH-].[Na+]. The catalyst is N1C=CC=CC=1.O. The product is [C:22]([C:24]1[CH:30]=[C:31]([OH:32])[N:20]([C:14]2[CH:19]=[CH:18][CH:17]=[CH:16][CH:15]=2)[N:21]=1)#[N:23]. The yield is 0.513. (4) The reactants are [Cl:1][C:2]1[CH:3]=[CH:4][C:5]([NH:11][C:12]2[C:17]([Cl:18])=[CH:16][N:15]=[C:14]([NH:19][C:20]3[N:24]([CH:25]([CH3:27])[CH3:26])[N:23]=[C:22]([CH3:28])[CH:21]=3)[CH:13]=2)=[C:6]([CH:10]=1)[C:7]([OH:9])=O.C1C=CC2[N:37]([OH:38])N=NC=2C=1.[CH2:39](Cl)CCl.CCN(C(C)C)C(C)C. The catalyst is CN(C)C=O.C(O)(=O)C.O. The product is [Cl:1][C:2]1[CH:3]=[CH:4][C:5]([NH:11][C:12]2[C:17]([Cl:18])=[CH:16][N:15]=[C:14]([NH:19][C:20]3[N:24]([CH:25]([CH3:27])[CH3:26])[N:23]=[C:22]([CH3:28])[CH:21]=3)[CH:13]=2)=[C:6]([CH:10]=1)[C:7]([NH:37][O:38][CH3:39])=[O:9]. The yield is 0.268. (5) The reactants are [CH2:1]([O:4][C:5]1[CH:9]=[C:8]([CH2:10][CH2:11][C:12]([O:14][CH2:15][CH3:16])=[O:13])[NH:7][N:6]=1)[CH2:2][CH3:3].[Cl:17][C:18]1[CH:25]=[C:24]([Cl:26])[CH:23]=[CH:22][C:19]=1[CH2:20]Cl.C(=O)([O-])[O-].[K+].[K+].O. The catalyst is CN(C)C=O. The product is [Cl:17][C:18]1[CH:25]=[C:24]([Cl:26])[CH:23]=[CH:22][C:19]=1[CH2:20][N:7]1[C:8]([CH2:10][CH2:11][C:12]([O:14][CH2:15][CH3:16])=[O:13])=[CH:9][C:5]([O:4][CH2:1][CH2:2][CH3:3])=[N:6]1. The yield is 0.440. (6) The reactants are [O:1]([C:8]1[C:9]([NH:24][C:25]2[S:26][CH:27]=[C:28]([CH:30]3[CH2:35][CH2:34][N:33](C(OC(C)(C)C)=O)[CH2:32][CH2:31]3)[N:29]=2)=[N:10][CH:11]=[C:12]([S:14][C:15]2[CH:20]=[CH:19][N:18]=[C:17]3[CH:21]=[CH:22][S:23][C:16]=23)[CH:13]=1)[C:2]1[CH:7]=[CH:6][CH:5]=[CH:4][CH:3]=1.CO.Cl. The product is [O:1]([C:8]1[C:9]([NH:24][C:25]2[S:26][CH:27]=[C:28]([CH:30]3[CH2:35][CH2:34][NH:33][CH2:32][CH2:31]3)[N:29]=2)=[N:10][CH:11]=[C:12]([S:14][C:15]2[CH:20]=[CH:19][N:18]=[C:17]3[CH:21]=[CH:22][S:23][C:16]=23)[CH:13]=1)[C:2]1[CH:7]=[CH:6][CH:5]=[CH:4][CH:3]=1. The yield is 0.525. The catalyst is C(Cl)Cl.O1CCOCC1. (7) The reactants are [O:1]1[CH2:3][CH:2]1[CH2:4][N:5]1[CH2:10][CH2:9][N:8]([C:11]([O:13][C:14]([CH3:17])([CH3:16])[CH3:15])=[O:12])[CH2:7][C:6]1=[O:18].[CH2:19]1[C:28]2[C:23](=[CH:24][CH:25]=[CH:26][CH:27]=2)[CH2:22][CH2:21][NH:20]1. The catalyst is CCO. The product is [CH2:19]1[C:28]2[C:23](=[CH:24][CH:25]=[CH:26][CH:27]=2)[CH2:22][CH2:21][N:20]1[CH2:3][CH:2]([OH:1])[CH2:4][N:5]1[CH2:10][CH2:9][N:8]([C:11]([O:13][C:14]([CH3:17])([CH3:16])[CH3:15])=[O:12])[CH2:7][C:6]1=[O:18]. The yield is 0.980. (8) The reactants are [OH-].[K+].O.[CH3:4][C:5]1[CH:6]=[C:7]([CH:10]=[CH:11][CH:12]=1)[CH:8]=O.[CH:13](=[O:16])[CH2:14][CH3:15]. The catalyst is C(O)CO. The product is [CH3:15]/[C:14](=[CH:8]\[C:7]1[CH:10]=[CH:11][CH:12]=[C:5]([CH3:4])[CH:6]=1)/[CH:13]=[O:16]. The yield is 0.700.